From a dataset of Peptide-MHC class II binding affinity with 134,281 pairs from IEDB. Regression. Given a peptide amino acid sequence and an MHC pseudo amino acid sequence, predict their binding affinity value. This is MHC class II binding data. (1) The peptide sequence is GAVDIINKWQVVAPQ. The MHC is DRB5_0101 with pseudo-sequence DRB5_0101. The binding affinity (normalized) is 0.0978. (2) The peptide sequence is YDKFLANMSTVLTGK. The MHC is DRB1_0101 with pseudo-sequence DRB1_0101. The binding affinity (normalized) is 0.883. (3) The peptide sequence is AAADLFRGTLDAA. The MHC is HLA-DQA10101-DQB10501 with pseudo-sequence HLA-DQA10101-DQB10501. The binding affinity (normalized) is 0.0920. (4) The peptide sequence is GVLAGLAFQEMENFL. The binding affinity (normalized) is 0.463. The MHC is DRB3_0101 with pseudo-sequence DRB3_0101. (5) The peptide sequence is EEIRRIWRQANNGDD. The binding affinity (normalized) is 0.379. The MHC is DRB1_0405 with pseudo-sequence DRB1_0405. (6) The peptide sequence is PGESRHTSDHMSIYK. The MHC is HLA-DQA10301-DQB10302 with pseudo-sequence HLA-DQA10301-DQB10302. The binding affinity (normalized) is 0.